Task: Predict the reactants needed to synthesize the given product.. Dataset: Full USPTO retrosynthesis dataset with 1.9M reactions from patents (1976-2016) (1) Given the product [CH2:17]([CH:16]([C:15]1[C:10]2[N:11]([C:7]([C:6]3[S:5][C:4]([N:23]4[CH2:28][CH2:27][O:26][CH2:25][CH2:24]4)=[N:3][C:2]=3[C:30]([F:35])([F:34])[F:29])=[C:8]([CH3:22])[N:9]=2)[N:12]=[C:13]([CH3:21])[CH:14]=1)[CH2:19][CH3:20])[CH3:18], predict the reactants needed to synthesize it. The reactants are: Br[C:2]1[N:3]=[C:4]([N:23]2[CH2:28][CH2:27][O:26][CH2:25][CH2:24]2)[S:5][C:6]=1[C:7]1[N:11]2[N:12]=[C:13]([CH3:21])[CH:14]=[C:15]([CH:16]([CH2:19][CH3:20])[CH2:17][CH3:18])[C:10]2=[N:9][C:8]=1[CH3:22].[F:29][C:30]([F:35])([F:34])C([O-])=O.[Na+].CCOC(C)=O. (2) The reactants are: [OH:1][C:2]1[CH:3]=[C:4]([C:8](=[O:10])[CH3:9])[CH:5]=[CH:6][CH:7]=1.[C:11]1([Mg]Br)[CH:16]=[CH:15][CH:14]=[CH:13][CH:12]=1.[Cl-].[NH4+]. Given the product [OH:10][C:8]([C:4]1[CH:3]=[C:2]([OH:1])[CH:7]=[CH:6][CH:5]=1)([C:11]1[CH:16]=[CH:15][CH:14]=[CH:13][CH:12]=1)[CH3:9], predict the reactants needed to synthesize it. (3) Given the product [C:1]([O:5][C:6](=[O:34])[NH:7][C:8]1[CH:13]=[CH:12][CH:11]=[CH:10][C:9]=1[NH:14][C:15](=[O:33])/[CH:16]=[CH:17]/[C:18]1[CH:22]=[CH:21][N:20]([S:23]([C:26]2[CH:31]=[CH:30][C:29]([C:40]3[CH:39]=[N:38][C:37]([O:36][CH3:35])=[CH:42][CH:41]=3)=[CH:28][CH:27]=2)(=[O:25])=[O:24])[CH:19]=1)([CH3:4])([CH3:3])[CH3:2], predict the reactants needed to synthesize it. The reactants are: [C:1]([O:5][C:6](=[O:34])[NH:7][C:8]1[CH:13]=[CH:12][CH:11]=[CH:10][C:9]=1[NH:14][C:15](=[O:33])/[CH:16]=[CH:17]/[C:18]1[CH:22]=[CH:21][N:20]([S:23]([C:26]2[CH:31]=[CH:30][C:29](I)=[CH:28][CH:27]=2)(=[O:25])=[O:24])[CH:19]=1)([CH3:4])([CH3:3])[CH3:2].[CH3:35][O:36][C:37]1[CH:42]=[CH:41][C:40](B(O)O)=[CH:39][N:38]=1.S([O-])([O-])(=O)=O.[Na+].[Na+]. (4) Given the product [CH:33]1([NH:39][C:3]([C:4]2[CH:12]=[C:13]([C:15]3[CH:20]=[C:19]([C:21]([F:24])([F:23])[F:22])[CH:18]=[CH:17][C:16]=3[Cl:25])[N:32]([CH2:26][C@H:27]3[CH2:28][CH2:29][CH2:30][O:31]3)[C:5]=2[CH2:6][O:7][CH3:8])=[O:10])[CH2:38][CH2:37][CH2:36][CH2:35][CH2:34]1, predict the reactants needed to synthesize it. The reactants are: CO[C:3](=[O:10])[CH2:4][C:5](=O)[CH2:6][O:7][CH3:8].Br[CH2:12][C:13]([C:15]1[CH:20]=[C:19]([C:21]([F:24])([F:23])[F:22])[CH:18]=[CH:17][C:16]=1[Cl:25])=O.[CH2:26]([NH2:32])[C@@H:27]1[O:31][CH2:30][CH2:29][CH2:28]1.[CH:33]1([NH2:39])[CH2:38][CH2:37][CH2:36][CH2:35][CH2:34]1. (5) Given the product [CH3:15][N:14]([CH3:16])[C:12]1[C:11]([C:17]([F:20])([F:19])[F:18])=[CH:10][C:9]2[NH:21][C:22](=[O:34])[CH2:23][C:24]([C:26]3[CH:27]=[C:28]([CH:29]=[CH:30][CH:31]=3)[C:32]#[N:33])=[N:7][C:8]=2[CH:13]=1, predict the reactants needed to synthesize it. The reactants are: C(OC(=O)[NH:7][C:8]1[CH:13]=[C:12]([N:14]([CH3:16])[CH3:15])[C:11]([C:17]([F:20])([F:19])[F:18])=[CH:10][C:9]=1[NH:21][C:22](=[O:34])[CH2:23][C:24]([C:26]1[CH:31]=[CH:30][CH:29]=[C:28]([C:32]#[N:33])[CH:27]=1)=O)(C)(C)C.C(O)(C(F)(F)F)=O. (6) Given the product [CH3:1][O:2][C:3]1[CH:4]=[C:5]2[C:10](=[CH:11][C:12]=1[O:13][CH3:14])[N:9]=[CH:8][CH:7]=[C:6]2[O:15][C:16]1[CH:22]=[CH:21][C:19]([NH:20][C:27](=[O:33])[O:28][C:29]2[C:37]([O:36][CH3:35])=[CH:42][CH:41]=[CH:40][C:39]=2[O:43][CH3:44])=[CH:18][CH:17]=1, predict the reactants needed to synthesize it. The reactants are: [CH3:1][O:2][C:3]1[CH:4]=[C:5]2[C:10](=[CH:11][C:12]=1[O:13][CH3:14])[N:9]=[CH:8][CH:7]=[C:6]2[O:15][C:16]1[CH:22]=[CH:21][C:19]([NH2:20])=[CH:18][CH:17]=1.ClC(Cl)(O[C:27](=[O:33])[O:28][C:29](Cl)(Cl)Cl)Cl.[CH3:35][O:36][C:37]1[CH:42]=[CH:41][CH:40]=[C:39]([O:43][CH3:44])C=1O.C(=O)(O)[O-].[Na+].